This data is from Forward reaction prediction with 1.9M reactions from USPTO patents (1976-2016). The task is: Predict the product of the given reaction. (1) Given the reactants [CH2:1]([C:9]1[CH:25]=[CH:24][C:12]([CH2:13][NH:14][C:15](=[O:23])[NH:16][CH2:17][C:18]([O:20]CC)=[O:19])=[CH:11][CH:10]=1)[CH2:2][CH2:3][CH2:4][CH2:5][CH2:6][CH2:7][CH3:8].C(C1C=CC(NC(=O)NCCC(OCC)=O)=CC=1)CCCCCCC, predict the reaction product. The product is: [CH2:1]([C:9]1[CH:10]=[CH:11][C:12]([CH2:13][NH:14][C:15](=[O:23])[NH:16][CH2:17][C:18]([OH:20])=[O:19])=[CH:24][CH:25]=1)[CH2:2][CH2:3][CH2:4][CH2:5][CH2:6][CH2:7][CH3:8]. (2) Given the reactants [CH:1]([O-])([O-])OCC.[CH3:7][C:8]1[CH:29]=[CH:28][C:27]([CH3:30])=[CH:26][C:9]=1[O:10][CH2:11][C:12]1[CH:17]=[CH:16][CH:15]=[CH:14][C:13]=1[C:18](=[N:23][O:24][CH3:25])[C:19]([NH:21][NH2:22])=[O:20], predict the reaction product. The product is: [CH3:25][O:24][N:23]=[C:18]([C:19]1[O:20][CH:1]=[N:22][N:21]=1)[C:13]1[CH:14]=[CH:15][CH:16]=[CH:17][C:12]=1[CH2:11][O:10][C:9]1[CH:26]=[C:27]([CH3:30])[CH:28]=[CH:29][C:8]=1[CH3:7]. (3) The product is: [Cl:1][C:2]1[N:3]=[C:4]([NH:12][C:13]2[CH:14]=[C:15]([CH:19]=[CH:20][CH:21]=2)[C:16]([OH:18])=[O:17])[C:5]2[S:10][CH2:9][CH2:8][C:6]=2[N:7]=1. Given the reactants [Cl:1][C:2]1[N:3]=[C:4](Cl)[C:5]2[S:10][CH2:9][CH2:8][C:6]=2[N:7]=1.[NH2:12][C:13]1[CH:14]=[C:15]([CH:19]=[CH:20][CH:21]=1)[C:16]([OH:18])=[O:17].C(N(C(C)C)CC)(C)C.Cl, predict the reaction product. (4) Given the reactants Cl[C:2]1[CH:11]=[CH:10][C:5]([C:6]([O:8][CH3:9])=[O:7])=[CH:4][CH:3]=1.[CH3:12][NH:13][C:14]1[CH:19]=[CH:18][CH:17]=[CH:16][CH:15]=1.[O-]P([O-])([O-])=O.[K+].[K+].[K+], predict the reaction product. The product is: [CH3:9][O:8][C:6]([C:5]1[CH:10]=[CH:11][C:2]([N:13]([CH3:12])[C:14]2[CH:19]=[CH:18][CH:17]=[CH:16][CH:15]=2)=[CH:3][CH:4]=1)=[O:7]. (5) Given the reactants [CH:1]1([CH2:6][CH:7]([N:11]2[C:16](=[O:17])[CH:15]=[C:14]([O:18][CH:19]3[CH:24]([CH3:25])[CH2:23][CH2:22][CH2:21][CH:20]3[CH3:26])[CH:13]=[N:12]2)[C:8]([OH:10])=O)[CH2:5][CH2:4][CH2:3][CH2:2]1.[CH3:27][C:28]1([CH3:40])[O:32][C@H:31]([CH2:33][N:34]2[CH:38]=[CH:37][C:36]([NH2:39])=[N:35]2)[CH2:30][O:29]1, predict the reaction product. The product is: [CH:1]1([CH2:6][CH:7]([N:11]2[C:16](=[O:17])[CH:15]=[C:14]([O:18][CH:19]3[CH:24]([CH3:25])[CH2:23][CH2:22][CH2:21][CH:20]3[CH3:26])[CH:13]=[N:12]2)[C:8]([NH:39][C:36]2[CH:37]=[CH:38][N:34]([CH2:33][C@@H:31]3[CH2:30][O:29][C:28]([CH3:40])([CH3:27])[O:32]3)[N:35]=2)=[O:10])[CH2:5][CH2:4][CH2:3][CH2:2]1. (6) Given the reactants [Cl-].[CH3:2][C:3]1[N:8]2[N:9]=[C:10]([CH2:12][P+](C3C=CC=CC=3)(C3C=CC=CC=3)C3C=CC=CC=3)[N:11]=[C:7]2[C:6]([CH3:32])=[N:5][CH:4]=1.[N:33]1([C:38]2[N:42]=[C:41]([CH:43]=O)[N:40]([CH2:45][C:46]([F:49])([F:48])[F:47])[N:39]=2)[CH2:37][CH2:36][CH2:35][CH2:34]1, predict the reaction product. The product is: [CH3:2][C:3]1[N:8]2[N:9]=[C:10]([CH:12]=[CH:43][C:41]3[N:40]([CH2:45][C:46]([F:49])([F:47])[F:48])[N:39]=[C:38]([N:33]4[CH2:37][CH2:36][CH2:35][CH2:34]4)[N:42]=3)[N:11]=[C:7]2[C:6]([CH3:32])=[N:5][CH:4]=1.